Dataset: Reaction yield outcomes from USPTO patents with 853,638 reactions. Task: Predict the reaction yield, written as a fraction of the theoretical maximum amount of product (1.0 means a 100% yield; for example, 0.34 means a 34% yield). (1) The reactants are Br[C:2]1[CH:3]=[C:4]([CH:7]2[O:11][CH2:10][CH2:9][O:8]2)[S:5][CH:6]=1.[F:12][C:13]1[CH:14]=[C:15]([OH:19])[CH:16]=[CH:17][CH:18]=1.CC(C)(C(=O)CC(=O)C(C)(C)C)C.C(=O)([O-])[O-].[Cs+].[Cs+]. The catalyst is CN1CCCC1=O.[Cu]Cl.C(OCC)(=O)C.CCCCCC. The product is [F:12][C:13]1[CH:14]=[C:15]([CH:16]=[CH:17][CH:18]=1)[O:19][C:2]1[CH:3]=[C:4]([CH:7]2[O:11][CH2:10][CH2:9][O:8]2)[S:5][CH:6]=1. The yield is 0.244. (2) The yield is 0.260. The catalyst is CO.[C].[Pd]. The product is [NH:16]1[CH2:15][CH2:14][CH:13]([C:1]2[N:2]=[N:3][N:4]3[C:9]=2[C:8]2[CH:10]=[CH:11][NH:12][C:7]=2[N:6]=[CH:5]3)[CH2:18][CH2:17]1. The reactants are [C:1]1([CH:13]2[CH2:18][CH2:17][N:16](C(OCC3C=CC=CC=3)=O)[CH2:15][CH2:14]2)[N:2]=[N:3][N:4]2[C:9]=1[C:8]1[CH:10]=[CH:11][NH:12][C:7]=1[N:6]=[CH:5]2. (3) The product is [N+:1]([C:4]1[C:13]2[C:8](=[CH:9][CH:10]=[CH:11][CH:12]=2)[C:7]([O:14][CH2:22][C:20]2[CH:19]=[CH:18][N:17]=[C:16]([NH2:15])[N:21]=2)=[CH:6][CH:5]=1)([O-:3])=[O:2]. The reactants are [N+:1]([C:4]1[C:13]2[C:8](=[CH:9][CH:10]=[CH:11][CH:12]=2)[C:7]([OH:14])=[CH:6][CH:5]=1)([O-:3])=[O:2].[NH2:15][C:16]1[N:21]=[C:20]([CH2:22]O)[CH:19]=[CH:18][N:17]=1.C1C=CC(P(C2C=CC=CC=2)C2C=CC=CC=2)=CC=1.CC(OC(/N=N/C(OC(C)C)=O)=O)C. The yield is 0.930. The catalyst is C1COCC1. (4) The reactants are [C:1]1([N:7]2[C:11]([C:12]3[CH:17]=[CH:16][CH:15]=[CH:14][CH:13]=3)=[CH:10][CH:9]=[C:8]2[C:18]2[CH:19]=[C:20]3[C:25](=[CH:26][CH:27]=2)[CH:24]=[C:23]([O:28][CH2:29][C:30]#[N:31])[CH:22]=[CH:21]3)[CH:6]=[CH:5][CH:4]=[CH:3][CH:2]=1.[Cl-].[NH4+].[N-:34]=[N+:35]=[N-:36].[Na+]. The catalyst is CN(C=O)C. The product is [C:1]1([N:7]2[C:11]([C:12]3[CH:13]=[CH:14][CH:15]=[CH:16][CH:17]=3)=[CH:10][CH:9]=[C:8]2[C:18]2[CH:19]=[C:20]3[C:25](=[CH:26][CH:27]=2)[CH:24]=[C:23]([O:28][CH2:29][C:30]2[NH:36][N:35]=[N:34][N:31]=2)[CH:22]=[CH:21]3)[CH:2]=[CH:3][CH:4]=[CH:5][CH:6]=1. The yield is 0.980. (5) The reactants are [CH2:1]([C:3]1[N:8]([C:9]2[CH:14]=[CH:13][C:12]([O:15][CH:16]3[CH2:21][CH2:20][CH:19]([OH:22])[CH2:18][CH2:17]3)=[CH:11][CH:10]=2)[C:7](=[O:23])[C:6]([CH2:24][C:25]2[CH:30]=[CH:29][C:28]([C:31]3[CH:36]=[CH:35][CH:34]=[CH:33][C:32]=3[C:37]3[NH:41][C:40](=[O:42])[O:39][N:38]=3)=[CH:27][CH:26]=2)=[C:5]([CH2:43][CH2:44][CH3:45])[N:4]=1)[CH3:2].CC(OI1(OC(C)=O)(OC(C)=O)OC(=O)C2C1=CC=CC=2)=O. The catalyst is ClCCl.C(OCC)(=O)C. The product is [CH2:1]([C:3]1[N:8]([C:9]2[CH:10]=[CH:11][C:12]([O:15][CH:16]3[CH2:17][CH2:18][C:19](=[O:22])[CH2:20][CH2:21]3)=[CH:13][CH:14]=2)[C:7](=[O:23])[C:6]([CH2:24][C:25]2[CH:30]=[CH:29][C:28]([C:31]3[CH:36]=[CH:35][CH:34]=[CH:33][C:32]=3[C:37]3[NH:41][C:40](=[O:42])[O:39][N:38]=3)=[CH:27][CH:26]=2)=[C:5]([CH2:43][CH2:44][CH3:45])[N:4]=1)[CH3:2]. The yield is 0.800. (6) The reactants are [F:1][C:2]1[CH:7]=[CH:6][C:5]([N+:8]([O-])=O)=[CH:4][C:3]=1[C@:11]1([CH3:20])[CH2:16][S:15](=[O:18])(=[O:17])[CH2:14][C:13]([NH2:19])=[N:12]1.C(N(CC)CC)C. The catalyst is C(O)C.[Pd]. The product is [NH2:8][C:5]1[CH:6]=[CH:7][C:2]([F:1])=[C:3]([C@:11]2([CH3:20])[CH2:16][S:15](=[O:17])(=[O:18])[CH2:14][C:13]([NH2:19])=[N:12]2)[CH:4]=1. The yield is 0.875. (7) The reactants are [NH:1]1[C:9]2[C:4](=[CH:5][CH:6]=[CH:7][CH:8]=2)[C:3]([N:10]2[CH2:15][CH2:14][N:13]([CH2:16][C:17]([C:19]3[CH:20]=[C:21]4[C:25](=[CH:26][CH:27]=3)[C:24]([CH3:29])([CH3:28])[C:23](=[O:30])[C:22]4([CH3:32])[CH3:31])=[O:18])[CH2:12][CH2:11]2)=[N:2]1.[BH4-].[Na+]. The catalyst is CC(O)C.CO. The product is [OH:18][CH:17]([C:19]1[CH:20]=[C:21]2[C:25](=[CH:26][CH:27]=1)[C:24]([CH3:28])([CH3:29])[CH:23]([OH:30])[C:22]2([CH3:32])[CH3:31])[CH2:16][N:13]1[CH2:14][CH2:15][N:10]([C:3]2[C:4]3[C:9](=[CH:8][CH:7]=[CH:6][CH:5]=3)[NH:1][N:2]=2)[CH2:11][CH2:12]1. The yield is 0.740.